Dataset: Peptide-MHC class II binding affinity with 134,281 pairs from IEDB. Task: Regression. Given a peptide amino acid sequence and an MHC pseudo amino acid sequence, predict their binding affinity value. This is MHC class II binding data. (1) The peptide sequence is YDKFLANVSTALTGK. The MHC is DRB1_0405 with pseudo-sequence DRB1_0405. The binding affinity (normalized) is 0.580. (2) The peptide sequence is GELQIVDKIDAAFYI. The MHC is DRB3_0202 with pseudo-sequence DRB3_0202. The binding affinity (normalized) is 0.307.